This data is from Full USPTO retrosynthesis dataset with 1.9M reactions from patents (1976-2016). The task is: Predict the reactants needed to synthesize the given product. Given the product [NH2:1][C:2]1[N:3]=[C:4]([Cl:31])[C:5]2[C:11](=[O:12])/[C:10](=[CH:13]/[CH:15]3[CH2:19][CH2:18][CH2:17][CH2:16]3)/[CH2:9][N:8]([CH2:20][C:21]3[C:26]([CH3:27])=[C:25]([O:28][CH3:29])[C:24]([CH3:30])=[CH:23][N:22]=3)[C:6]=2[N:7]=1, predict the reactants needed to synthesize it. The reactants are: [NH2:1][C:2]1[N:3]=[C:4]([Cl:31])[C:5]2[C:11](=[O:12])[CH:10]([CH:13]([CH:15]3[CH2:19][CH2:18][CH2:17][CH2:16]3)O)[CH2:9][N:8]([CH2:20][C:21]3[C:26]([CH3:27])=[C:25]([O:28][CH3:29])[C:24]([CH3:30])=[CH:23][N:22]=3)[C:6]=2[N:7]=1.[OH-].[NH4+].C(OCC)(=O)C.[OH-].[Na+].